From a dataset of Full USPTO retrosynthesis dataset with 1.9M reactions from patents (1976-2016). Predict the reactants needed to synthesize the given product. (1) Given the product [F:8][C:9]([F:15])([F:14])[S:10]([NH:7][CH2:1][C:2]1[O:6][CH:5]=[CH:4][CH:3]=1)(=[O:12])=[O:11], predict the reactants needed to synthesize it. The reactants are: [CH2:1]([NH2:7])[C:2]1[O:6][CH:5]=[CH:4][CH:3]=1.[F:8][C:9]([F:15])([F:14])[S:10](Cl)(=[O:12])=[O:11]. (2) Given the product [CH3:1][O:2][C:3](=[O:39])[C:4]([CH3:38])([CH3:37])[CH2:5][C:6]1[CH:11]=[C:10]([CH3:12])[C:9]([C:13]2[NH:33][C:16]3[C:15]([CH:14]=2)=[CH:20][CH:19]=[C:18]([C:21]2[O:22][C:23]([C:26]4[CH:31]=[CH:30][C:29]([Cl:32])=[CH:28][CH:27]=4)=[N:24][N:25]=2)[CH:17]=3)=[C:8]([CH3:36])[CH:7]=1, predict the reactants needed to synthesize it. The reactants are: [CH3:1][O:2][C:3](=[O:39])[C:4]([CH3:38])([CH3:37])[CH2:5][C:6]1[CH:11]=[C:10]([CH3:12])[C:9](/[CH:13]=[CH:14]/[C:15]2[CH:20]=[CH:19][C:18]([C:21]3[O:22][C:23]([C:26]4[CH:31]=[CH:30][C:29]([Cl:32])=[CH:28][CH:27]=4)=[N:24][N:25]=3)=[CH:17][C:16]=2[N+:33]([O-])=O)=[C:8]([CH3:36])[CH:7]=1. (3) Given the product [OH:1][C:2]1[C:16]2[C:11](=[CH:12][CH:13]=[CH:14][CH:15]=2)[C:5]2([CH2:10][CH2:9][O:8][CH2:7][CH2:6]2)[C:4](=[O:17])[C:3]=1[C:18]([NH:33][CH2:34][C:35]([O:37][C:38]([CH3:41])([CH3:40])[CH3:39])=[O:36])=[O:19], predict the reactants needed to synthesize it. The reactants are: [OH:1][C:2]1[C:16]2[C:11](=[CH:12][CH:13]=[CH:14][CH:15]=2)[C:5]2([CH2:10][CH2:9][O:8][CH2:7][CH2:6]2)[C:4](=[O:17])[C:3]=1[C:18](OCC)=[O:19].C(N(C(C)C)C(C)C)C.Cl.[NH2:33][CH2:34][C:35]([O:37][C:38]([CH3:41])([CH3:40])[CH3:39])=[O:36]. (4) Given the product [CH:19]1([N:18]([CH:16]([C:9]2[CH:8]=[C:7]([O:6][CH2:5][CH2:4][CH2:3][O:2][CH3:1])[C:12]3[CH:13]=[CH:14][O:15][C:11]=3[CH:10]=2)[CH3:17])[C:35]([C@@H:31]2[O:32][CH2:33][CH2:34][N:29]([C:27]([O:26][C:22]([CH3:25])([CH3:24])[CH3:23])=[O:28])[CH2:30]2)=[O:36])[CH2:20][CH2:21]1, predict the reactants needed to synthesize it. The reactants are: [CH3:1][O:2][CH2:3][CH2:4][CH2:5][O:6][C:7]1[C:12]2[CH:13]=[CH:14][O:15][C:11]=2[CH:10]=[C:9]([CH:16]([NH:18][CH:19]2[CH2:21][CH2:20]2)[CH3:17])[CH:8]=1.[C:22]([O:26][C:27]([N:29]1[CH2:34][CH2:33][O:32][CH:31]([C:35](O)=[O:36])[CH2:30]1)=[O:28])([CH3:25])([CH3:24])[CH3:23].Cl.C(N=C=NCCCN(C)C)C.ON1C2C=CC=CC=2N=N1.C(=O)([O-])O.[Na+]. (5) Given the product [F:12][C:13]1[CH:14]=[C:15]([CH:19]=[C:20]([F:22])[CH:21]=1)[C:16]([O:18][C:24]([CH3:26])([CH3:25])[CH3:23])=[O:17], predict the reactants needed to synthesize it. The reactants are: OS(O)(=O)=O.[O-]S([O-])(=O)=O.[Mg+2].[F:12][C:13]1[CH:14]=[C:15]([CH:19]=[C:20]([F:22])[CH:21]=1)[C:16]([OH:18])=[O:17].[CH3:23][C:24](O)([CH3:26])[CH3:25]. (6) Given the product [NH2:29][C:25]1[N:26]=[C:27]([CH3:28])[C:22]([CH2:21][NH:20][C:18]([C:16]2[CH:15]=[N:14][N:13]([CH2:12][C:8]3[CH:9]=[C:10]4[C:5](=[CH:6][CH:7]=3)[N:4]=[CH:3][C:2]([Cl:1])=[CH:11]4)[CH:17]=2)=[O:19])=[C:23]([CH3:37])[CH:24]=1, predict the reactants needed to synthesize it. The reactants are: [Cl:1][C:2]1[CH:3]=[N:4][C:5]2[C:10]([CH:11]=1)=[CH:9][C:8]([CH2:12][N:13]1[CH:17]=[C:16]([C:18]([NH:20][CH2:21][C:22]3[C:23]([CH3:37])=[CH:24][C:25]([NH:29]C(=O)OCCCC)=[N:26][C:27]=3[CH3:28])=[O:19])[CH:15]=[N:14]1)=[CH:7][CH:6]=2.C(Cl)Cl. (7) Given the product [F:38][C:39]([F:52])([F:51])[S:40]([O:27][C:24]1[CH:23]=[CH:22][C:21]([CH2:20][N:17]2[CH:18]=[N:19][C:14]([N:11]3[CH2:12][CH2:13][C:8]([C:5]4[CH:6]=[CH:7][C:2]([F:1])=[CH:3][CH:4]=4)=[CH:9][CH2:10]3)=[N:15][C:16]2=[O:28])=[CH:26][CH:25]=1)(=[O:42])=[O:41], predict the reactants needed to synthesize it. The reactants are: [F:1][C:2]1[CH:7]=[CH:6][C:5]([C:8]2[CH2:13][CH2:12][N:11]([C:14]3[N:19]=[CH:18][N:17]([CH2:20][C:21]4[CH:26]=[CH:25][C:24]([OH:27])=[CH:23][CH:22]=4)[C:16](=[O:28])[N:15]=3)[CH2:10][CH:9]=2)=[CH:4][CH:3]=1.C(N(CC)C(C)C)(C)C.[F:38][C:39]([F:52])([F:51])[S:40](O[S:40]([C:39]([F:52])([F:51])[F:38])(=[O:42])=[O:41])(=[O:42])=[O:41]. (8) Given the product [CH3:16][C@H:7]1[CH2:6][N:5]([C:17]([O:19][CH:20]([CH3:22])[CH3:21])=[O:18])[C:4]2[C:9](=[CH:10][CH:11]=[C:2]([C:38]3[CH:39]=[N:40][NH:41][CH:42]=3)[CH:3]=2)[N:8]1[C:12]([O:14][CH3:15])=[O:13], predict the reactants needed to synthesize it. The reactants are: Br[C:2]1[CH:3]=[C:4]2[C:9](=[CH:10][CH:11]=1)[N:8]([C:12]([O:14][CH3:15])=[O:13])[C@@H:7]([CH3:16])[CH2:6][N:5]2[C:17]([O:19][CH:20]([CH3:22])[CH3:21])=[O:18].C1(C(N2C3C(=CC([C:38]4[CH:39]=[N:40][NH:41][CH:42]=4)=CC=3)N(C(OC(C)C)=O)C[C@@H]2C)=O)CC1. (9) Given the product [Br:2][C:3]1[CH:8]=[C:7]2[C:6](=[CH:5][CH:4]=1)[NH:9][C:12]1[CH2:13][CH2:14][CH2:15][CH2:16][CH2:17][C:11]2=1, predict the reactants needed to synthesize it. The reactants are: Cl.[Br:2][C:3]1[CH:8]=[CH:7][C:6]([NH:9]N)=[CH:5][CH:4]=1.[C:11]1(=O)[CH2:17][CH2:16][CH2:15][CH2:14][CH2:13][CH2:12]1.